Dataset: Reaction yield outcomes from USPTO patents with 853,638 reactions. Task: Predict the reaction yield, written as a fraction of the theoretical maximum amount of product (1.0 means a 100% yield; for example, 0.34 means a 34% yield). (1) The reactants are [Br:1][C:2]1[C:3]([OH:16])=[C:4]2[C:9](=[CH:10][CH:11]=1)[N:8]([C:12](=[O:14])[CH3:13])[C@@H:7]([CH3:15])[CH2:6][CH2:5]2.Br[CH:18]1[CH2:20][CH2:19]1.[I-].[Na+].C(=O)([O-])[O-].[Cs+].[Cs+]. The catalyst is CN(C=O)C.C(OCC)(=O)C. The product is [Br:1][C:2]1[C:3]([O:16][CH:18]2[CH2:20][CH2:19]2)=[C:4]2[C:9](=[CH:10][CH:11]=1)[N:8]([C:12](=[O:14])[CH3:13])[C@@H:7]([CH3:15])[CH2:6][CH2:5]2. The yield is 1.00. (2) The catalyst is CO.[Pd]. The yield is 1.00. The reactants are [C:1]([O:5][C:6]([N:8]1[CH2:13][CH:12]=[C:11]([C:14]2[CH:19]=[CH:18][C:17]([NH2:20])=[CH:16][CH:15]=2)[CH2:10][CH2:9]1)=[O:7])([CH3:4])([CH3:3])[CH3:2]. The product is [C:1]([O:5][C:6]([N:8]1[CH2:13][CH2:12][CH:11]([C:14]2[CH:19]=[CH:18][C:17]([NH2:20])=[CH:16][CH:15]=2)[CH2:10][CH2:9]1)=[O:7])([CH3:4])([CH3:2])[CH3:3].